Task: Predict the product of the given reaction.. Dataset: Forward reaction prediction with 1.9M reactions from USPTO patents (1976-2016) (1) Given the reactants [Si:1]([O:8][CH2:9][C@@H:10]1[C@@H:14]([C:15]2[O:16][CH:17]=[CH:18][CH:19]=2)[CH2:13][NH:12][CH2:11]1)([C:4]([CH3:7])([CH3:6])[CH3:5])([CH3:3])[CH3:2].C(=O)(O)[O-].[Na+].Cl[C:26]([O:28][C:29]1[CH:38]=[CH:37][C:32]([C:33]([O:35][CH3:36])=[O:34])=[CH:31][CH:30]=1)=[O:27], predict the reaction product. The product is: [Si:1]([O:8][CH2:9][C@@H:10]1[C@@H:14]([C:15]2[O:16][CH:17]=[CH:18][CH:19]=2)[CH2:13][N:12]([C:26]([O:28][C:29]2[CH:30]=[CH:31][C:32]([C:33]([O:35][CH3:36])=[O:34])=[CH:37][CH:38]=2)=[O:27])[CH2:11]1)([C:4]([CH3:7])([CH3:5])[CH3:6])([CH3:3])[CH3:2]. (2) Given the reactants [CH3:1][C:2]1[CH:3]=[C:4]([CH:8]=[CH:9][C:10]=1[N+:11]([O-:13])=[O:12])[CH2:5][NH:6][NH2:7].[F:14][C:15]([F:25])([F:24])[C:16](=O)[CH2:17][C:18](OCC)=[O:19], predict the reaction product. The product is: [CH3:1][C:2]1[CH:3]=[C:4]([CH:8]=[CH:9][C:10]=1[N+:11]([O-:13])=[O:12])[CH2:5][N:6]1[C:18]([OH:19])=[CH:17][C:16]([C:15]([F:25])([F:24])[F:14])=[N:7]1. (3) The product is: [C:20]([NH:24][S:25]([C:28]1[C:37]2[C:32](=[CH:33][CH:34]=[CH:35][CH:36]=2)[C:31]([C:2]2[S:6][C:5]([C:7]3[O:11][N:10]=[C:9]([CH3:12])[N:8]=3)=[N:4][C:3]=2[CH2:13][CH:14]2[CH2:19][CH2:18][CH2:17][CH2:16][CH2:15]2)=[CH:30][CH:29]=1)(=[O:27])=[O:26])([CH3:23])([CH3:21])[CH3:22]. Given the reactants Br[C:2]1[S:6][C:5]([C:7]2[O:11][N:10]=[C:9]([CH3:12])[N:8]=2)=[N:4][C:3]=1[CH2:13][CH:14]1[CH2:19][CH2:18][CH2:17][CH2:16][CH2:15]1.[C:20]([NH:24][S:25]([C:28]1[C:37]2[C:32](=[CH:33][CH:34]=[CH:35][CH:36]=2)[C:31](B2OC(C)(C)C(C)(C)O2)=[CH:30][CH:29]=1)(=[O:27])=[O:26])([CH3:23])([CH3:22])[CH3:21].C([O-])([O-])=O.[Na+].[Na+], predict the reaction product. (4) Given the reactants O[CH2:2][CH2:3][C:4]1[CH:9]=[CH:8][C:7]([C:10](=[O:18])[CH2:11][CH2:12][CH2:13][CH2:14][CH2:15][CH2:16][CH3:17])=[CH:6][CH:5]=1.N1C=CN=C1.C1(P(C2C=CC=CC=2)C2C=CC=CC=2)C=CC=CC=1.[I:43]I, predict the reaction product. The product is: [I:43][CH2:2][CH2:3][C:4]1[CH:9]=[CH:8][C:7]([C:10](=[O:18])[CH2:11][CH2:12][CH2:13][CH2:14][CH2:15][CH2:16][CH3:17])=[CH:6][CH:5]=1. (5) Given the reactants [NH2:1][C:2]1[C:3]([F:23])=[CH:4][C:5]([Br:22])=[C:6]([C:8]2[C:9](=[O:21])[N:10]([CH3:20])[C:11]3[C:16]([CH:17]=2)=[CH:15][N:14]=[C:13]([NH:18][CH3:19])[CH:12]=3)[CH:7]=1.[C:24]1([N:30]=[C:31]=[O:32])[CH:29]=[CH:28][CH:27]=[CH:26][CH:25]=1, predict the reaction product. The product is: [Br:22][C:5]1[C:6]([C:8]2[C:9](=[O:21])[N:10]([CH3:20])[C:11]3[C:16]([CH:17]=2)=[CH:15][N:14]=[C:13]([NH:18][CH3:19])[CH:12]=3)=[CH:7][C:2]([NH:1][C:31]([NH:30][C:24]2[CH:29]=[CH:28][CH:27]=[CH:26][CH:25]=2)=[O:32])=[C:3]([F:23])[CH:4]=1. (6) Given the reactants C(OC(=O)[N:7]([CH2:30][CH2:31][CH2:32][CH2:33][N:34]([CH2:38][CH2:39][CH3:40])[CH2:35][CH2:36][CH3:37])[CH2:8][C:9]1[CH:14]=[CH:13][C:12]([CH2:15][N:16]([CH2:24][C:25]2[NH:26][CH:27]=[CH:28][N:29]=2)[CH2:17][C:18]2[N:19]([CH3:23])[CH:20]=[CH:21][N:22]=2)=[CH:11][CH:10]=1)(C)(C)C.Cl.CO, predict the reaction product. The product is: [NH:29]1[CH:28]=[CH:27][N:26]=[C:25]1[CH2:24][N:16]([CH2:15][C:12]1[CH:13]=[CH:14][C:9]([CH2:8][NH:7][CH2:30][CH2:31][CH2:32][CH2:33][N:34]([CH2:35][CH2:36][CH3:37])[CH2:38][CH2:39][CH3:40])=[CH:10][CH:11]=1)[CH2:17][C:18]1[N:19]([CH3:23])[CH:20]=[CH:21][N:22]=1.